Task: Predict the reactants needed to synthesize the given product.. Dataset: Retrosynthesis with 50K atom-mapped reactions and 10 reaction types from USPTO (1) Given the product O=C(O)CCCCCSc1ccc(-c2ccc(Cl)cc2)cc1, predict the reactants needed to synthesize it. The reactants are: COC(=O)CCCCCSc1ccc(-c2ccc(Cl)cc2)cc1. (2) Given the product CC1CC(=C2C(=O)OC(C)(C)OC2=O)CCN1C(=O)OC(C)(C)C, predict the reactants needed to synthesize it. The reactants are: CC1(C)OC(=O)CC(=O)O1.CC1CC(=O)CCN1C(=O)OC(C)(C)C. (3) Given the product O=c1c2ccc(OCC3CCOCC3)cc2ccn1-c1ccc(N2CC[C@@H](N3CCCC3)C2)c(F)c1, predict the reactants needed to synthesize it. The reactants are: BrCC1CCOCC1.O=c1c2ccc(O)cc2ccn1-c1ccc(N2CC[C@@H](N3CCCC3)C2)c(F)c1.